From a dataset of Reaction yield outcomes from USPTO patents with 853,638 reactions. Predict the reaction yield, written as a fraction of the theoretical maximum amount of product (1.0 means a 100% yield; for example, 0.34 means a 34% yield). (1) The reactants are [CH2:1]([OH:6])[CH:2]=[CH:3][CH2:4][OH:5].[C:7](Cl)(=[O:11])[CH2:8][CH2:9][CH3:10]. The catalyst is CN(C1C=CN=CC=1)C.C(OC)(C)(C)C. The product is [CH3:10][CH2:9][CH2:8][C:7]([O:5][CH2:4]/[CH:3]=[CH:2]/[CH2:1][O:6][C:4]([CH2:3][CH2:2][CH3:1])=[O:5])=[O:11]. The yield is 0.950. (2) The reactants are [Cl-].O[NH3+:3].[C:4](=[O:7])([O-])[OH:5].[Na+].CS(C)=O.[CH2:13]([C:17]1[N:18]=[C:19]([CH3:47])[N:20]([CH2:39][C:40]2[CH:45]=[CH:44][C:43]([F:46])=[CH:42][CH:41]=2)[C:21](=[O:38])[C:22]=1[CH2:23][C:24]1[CH:29]=[CH:28][C:27]([C:30]2[C:31]([C:36]#[N:37])=[CH:32][CH:33]=[CH:34][CH:35]=2)=[CH:26][CH:25]=1)[CH2:14][CH2:15][CH3:16]. The catalyst is C(OCC)(=O)C. The product is [CH2:13]([C:17]1[N:18]=[C:19]([CH3:47])[N:20]([CH2:39][C:40]2[CH:45]=[CH:44][C:43]([F:46])=[CH:42][CH:41]=2)[C:21](=[O:38])[C:22]=1[CH2:23][C:24]1[CH:25]=[CH:26][C:27]([C:30]2[CH:35]=[CH:34][CH:33]=[CH:32][C:31]=2[C:36]2[NH:3][C:4](=[O:7])[O:5][N:37]=2)=[CH:28][CH:29]=1)[CH2:14][CH2:15][CH3:16]. The yield is 0.650. (3) The reactants are [CH3:1][O:2][C:3]1[CH:4]=[C:5]([CH2:20][C:21]([O:23]C2C(F)=C(F)C(F)=C(F)C=2F)=O)[CH:6]=[CH:7][C:8]=1[NH:9][C:10]([NH:12][C:13]1[CH:18]=[CH:17][CH:16]=[CH:15][C:14]=1[CH3:19])=[O:11].[N+:35]([C:38]1[CH:39]=[C:40]([CH:45]=[CH:46][C:47]=1[O:48][CH2:49][C@@H:50]([NH2:52])[CH3:51])[C:41]([O:43][CH3:44])=[O:42])([O-:37])=[O:36].CCN(CC)CC. The catalyst is CN(C=O)C.CCOC(C)=O. The product is [N+:35]([C:38]1[CH:39]=[C:40]([CH:45]=[CH:46][C:47]=1[O:48][CH2:49][C@@H:50]([NH:52][C:21](=[O:23])[CH2:20][C:5]1[CH:6]=[CH:7][C:8]([NH:9][C:10]([NH:12][C:13]2[CH:18]=[CH:17][CH:16]=[CH:15][C:14]=2[CH3:19])=[O:11])=[C:3]([O:2][CH3:1])[CH:4]=1)[CH3:51])[C:41]([O:43][CH3:44])=[O:42])([O-:37])=[O:36]. The yield is 0.460. (4) The reactants are [N:1]1([C:12](=[O:13])[C:11]2[N:10]([CH2:14][C:15]([OH:17])=O)[CH:9]=[N:8][C:7]=2[N:5]([CH3:6])[C:3]1=[O:4])[CH3:2].CN(C(ON1N=N[C:28]2[CH:29]=[CH:30][CH:31]=N[C:27]1=2)=[N+](C)C)C.[F:35][P-](F)(F)(F)(F)F.CCO[C:45]([CH3:47])=O.C[N:49]([CH:51]=O)C. The product is [F:35][C:45]1[CH:47]=[CH:31][CH:30]=[CH:29][C:28]=1[CH2:27][CH2:51][NH:49][C:15](=[O:17])[CH2:14][N:10]1[C:11]2[C:12](=[O:13])[N:1]([CH3:2])[C:3](=[O:4])[N:5]([CH3:6])[C:7]=2[N:8]=[CH:9]1. The yield is 0.310. No catalyst specified.